Dataset: NCI-60 drug combinations with 297,098 pairs across 59 cell lines. Task: Regression. Given two drug SMILES strings and cell line genomic features, predict the synergy score measuring deviation from expected non-interaction effect. Drug 1: CC1=C(C=C(C=C1)NC(=O)C2=CC=C(C=C2)CN3CCN(CC3)C)NC4=NC=CC(=N4)C5=CN=CC=C5. Drug 2: CN(C(=O)NC(C=O)C(C(C(CO)O)O)O)N=O. Cell line: NCI/ADR-RES. Synergy scores: CSS=-5.68, Synergy_ZIP=1.28, Synergy_Bliss=-4.38, Synergy_Loewe=-1.45, Synergy_HSA=-7.54.